Dataset: CYP2C9 inhibition data for predicting drug metabolism from PubChem BioAssay. Task: Regression/Classification. Given a drug SMILES string, predict its absorption, distribution, metabolism, or excretion properties. Task type varies by dataset: regression for continuous measurements (e.g., permeability, clearance, half-life) or binary classification for categorical outcomes (e.g., BBB penetration, CYP inhibition). Dataset: cyp2c9_veith. (1) The result is 1 (inhibitor). The molecule is CCOC(=O)C(CC)(CC)C(=O)/C=C/c1ccc(Br)cc1. (2) The molecule is Cn1c(=O)c2c(nc(Cc3ccccc3)n2CC(=O)O)n(C)c1=O. The result is 0 (non-inhibitor).